Dataset: Peptide-MHC class II binding affinity with 134,281 pairs from IEDB. Task: Regression. Given a peptide amino acid sequence and an MHC pseudo amino acid sequence, predict their binding affinity value. This is MHC class II binding data. The peptide sequence is MAMGTMAGCGYLMFLK. The MHC is HLA-DQA10201-DQB10301 with pseudo-sequence HLA-DQA10201-DQB10301. The binding affinity (normalized) is 0.648.